Dataset: Forward reaction prediction with 1.9M reactions from USPTO patents (1976-2016). Task: Predict the product of the given reaction. (1) Given the reactants [NH2:1][C:2]1[C:7]([O:8][CH2:9][C:10]([F:13])([F:12])[F:11])=[CH:6][C:5]([CH:14]([CH2:20][CH:21]2[CH2:23][CH2:22]2)[C:15]([O:17][CH2:18][CH3:19])=[O:16])=[CH:4][C:3]=1Br.[F:25][C:26]([F:37])([F:36])[C:27]1[CH:32]=[CH:31][C:30](B(O)O)=[CH:29][CH:28]=1.[F-].[Cs+].CCOC(C)=O, predict the reaction product. The product is: [NH2:1][C:2]1[C:3]([C:30]2[CH:31]=[CH:32][C:27]([C:26]([F:37])([F:36])[F:25])=[CH:28][CH:29]=2)=[CH:4][C:5]([CH:14]([CH2:20][CH:21]2[CH2:23][CH2:22]2)[C:15]([O:17][CH2:18][CH3:19])=[O:16])=[CH:6][C:7]=1[O:8][CH2:9][C:10]([F:13])([F:12])[F:11]. (2) Given the reactants [Br:1][C:2]1[CH:7]=[CH:6][C:5]([C@H:8]([NH:10][CH2:11][C:12]([O:14]C)=O)[CH3:9])=[CH:4][CH:3]=1.[CH2:16]([N:18]=[C:19]=[O:20])[CH3:17].FC(F)(F)C(O)=O, predict the reaction product. The product is: [Br:1][C:2]1[CH:3]=[CH:4][C:5]([C@H:8]([N:10]2[CH2:11][C:12](=[O:14])[N:18]([CH2:16][CH3:17])[C:19]2=[O:20])[CH3:9])=[CH:6][CH:7]=1.